Predict the reactants needed to synthesize the given product. From a dataset of Full USPTO retrosynthesis dataset with 1.9M reactions from patents (1976-2016). (1) Given the product [NH:12]1[CH2:13][CH2:14][CH2:15][C@H:11]1[CH2:10][N:3]1[C:4]2[N:5]=[CH:6][N:7]=[CH:8][C:9]=2[N:1]=[N:2]1, predict the reactants needed to synthesize it. The reactants are: [N:1]1[C:9]2[CH:8]=[N:7][CH:6]=[N:5][C:4]=2[N:3]([CH2:10][C@@H:11]2[CH2:15][CH2:14][CH2:13][N:12]2C(OC(C)(C)C)=O)[N:2]=1. (2) The reactants are: [CH3:1][C:2]([CH3:31])([CH3:30])[CH2:3][C:4]([NH:6][C:7]1[C:8]([CH3:29])=[C:9](B(O)O)[C:10]2[O:14][CH2:13][CH:12]([C:15]3[CH:20]=[CH:19][C:18]([CH:21]([CH3:23])[CH3:22])=[CH:17][CH:16]=3)[C:11]=2[C:24]=1[CH3:25])=[O:5].Br[C:33]1[CH:38]=[CH:37][C:36]([CH3:39])=[CH:35][N:34]=1. Given the product [CH:21]([C:18]1[CH:19]=[CH:20][C:15]([CH:12]2[C:11]3[C:24]([CH3:25])=[C:7]([NH:6][C:4](=[O:5])[CH2:3][C:2]([CH3:31])([CH3:30])[CH3:1])[C:8]([CH3:29])=[C:9]([C:33]4[CH:38]=[CH:37][C:36]([CH3:39])=[CH:35][N:34]=4)[C:10]=3[O:14][CH2:13]2)=[CH:16][CH:17]=1)([CH3:23])[CH3:22], predict the reactants needed to synthesize it. (3) Given the product [F:76][C:70]1[CH:71]=[CH:72][CH:73]=[C:74]([F:75])[C:69]=1[C:67]1[S:68][C:64]([NH:63][C:61](=[O:62])[O:60][C:56]([CH3:58])([CH3:57])[CH3:59])=[C:65]([C:77](=[O:78])[NH:13][C:5]2[CH:4]=[N:3][N:2]([CH3:1])[C:6]=2[CH:7]2[CH2:12][CH2:11][O:10][CH2:9][CH2:8]2)[N:66]=1, predict the reactants needed to synthesize it. The reactants are: [CH3:1][N:2]1[C:6]([CH:7]2[CH2:12][CH2:11][O:10][CH2:9][CH2:8]2)=[C:5]([NH2:13])[CH:4]=[N:3]1.CCN(C(C)C)C(C)C.C1CN([P+](ON2N=NC3C=CC=CC2=3)(N2CCCC2)N2CCCC2)CC1.F[P-](F)(F)(F)(F)F.[C:56]([O:60][C:61]([NH:63][C:64]1[S:68][C:67]([C:69]2[C:74]([F:75])=[CH:73][CH:72]=[CH:71][C:70]=2[F:76])=[N:66][C:65]=1[C:77](O)=[O:78])=[O:62])([CH3:59])([CH3:58])[CH3:57]. (4) Given the product [OH:15][CH2:14][C:13]1[O:12][CH:11]=[N:10][C:9]=1[C:6]1[CH:7]=[CH:8][C:3]([C:1]#[N:2])=[CH:4][CH:5]=1, predict the reactants needed to synthesize it. The reactants are: [C:1]([C:3]1[CH:8]=[CH:7][C:6]([C:9]2[N:10]=[CH:11][O:12][C:13]=2[C:14](OCC)=[O:15])=[CH:5][CH:4]=1)#[N:2].[Li+].[BH4-]. (5) Given the product [C:30]([N:29]([CH2:23][C:14]1[CH:15]=[C:16]([C:19]([F:22])([F:21])[F:20])[CH:17]=[CH:18][C:13]=1[C:7]1[C:8]([O:11][CH3:12])=[CH:9][CH:10]=[C:5]([CH2:4][C:3]([OH:25])=[O:2])[CH:6]=1)[CH:26]1[CH2:28][CH2:27]1)(=[O:32])[CH3:31], predict the reactants needed to synthesize it. The reactants are: C[O:2][C:3](=[O:25])[CH2:4][C:5]1[CH:6]=[C:7]([C:13]2[CH:18]=[CH:17][C:16]([C:19]([F:22])([F:21])[F:20])=[CH:15][C:14]=2[CH:23]=O)[C:8]([O:11][CH3:12])=[CH:9][CH:10]=1.[CH:26]1([NH2:29])[CH2:28][CH2:27]1.[C:30](Cl)(=[O:32])[CH3:31]. (6) Given the product [ClH:13].[CH3:10][O:8][C:7](=[O:9])[C@@H:4]1[CH2:3][C@@H:2]([OH:1])[CH2:6][NH:5]1.[CH3:2][O:25][C:24](=[O:26])[C@@H:21]1[CH2:20][C@@H:19]([OH:18])[CH2:23][N:22]1[CH2:29][C:30]1[CH:35]=[CH:34][CH:33]=[CH:32][CH:31]=1, predict the reactants needed to synthesize it. The reactants are: [OH:1][C@H:2]1[CH2:6][NH:5][C@H:4]([C:7]([OH:9])=[O:8])[CH2:3]1.[C:10]([Cl:13])(=O)C.Cl.CO.Cl.[OH:18][C@H:19]1[CH2:23][NH:22][C@H:21]([C:24]([OH:26])=[O:25])[CH2:20]1.[OH-].[Na+].[CH2:29](Cl)[C:30]1[CH:35]=[CH:34][CH:33]=[CH:32][CH:31]=1. (7) Given the product [Cl:1][C:2]1[C:11]2[C:6](=[CH:7][CH:8]=[C:9]([C:12]([C:14]3[N:18]([CH3:19])[C:17]([CH3:20])=[N:16][CH:15]=3)=[O:13])[CH:10]=2)[N:5]=[C:4]([O:21][CH3:22])[C:3]=1[CH2:23][C:24]1[CH:25]=[CH:26][C:27]([C:30]([F:32])([F:31])[F:33])=[CH:28][CH:29]=1, predict the reactants needed to synthesize it. The reactants are: [Cl:1][C:2]1[C:11]2[C:6](=[CH:7][CH:8]=[C:9]([CH:12]([C:14]3[N:18]([CH3:19])[C:17]([CH3:20])=[N:16][CH:15]=3)[OH:13])[CH:10]=2)[N:5]=[C:4]([O:21][CH3:22])[C:3]=1[CH2:23][C:24]1[CH:29]=[CH:28][C:27]([C:30]([F:33])([F:32])[F:31])=[CH:26][CH:25]=1.O1CCOCC1. (8) Given the product [Cl:56][C:49]1[CH:48]=[CH:47][C:46]([NH:45][C:11](=[O:12])[CH2:10][O:9][C:8]2[CH:32]=[CH:33][C:34]([N:35]3[CH2:36][NH:24][N:23]=[CH:37]3)=[CH:6][CH:7]=2)=[CH:51][C:50]=1[C:52]([F:53])([F:54])[F:55], predict the reactants needed to synthesize it. The reactants are: N1N=CN([C:6]2[CH:7]=[C:8](C=CC=2)[O:9][CH2:10][C:11](O)=[O:12])C=1.C1C=CC2N(O)[N:24]=[N:23]C=2C=1.CCN=C=N[CH2:32][CH2:33][CH2:34][N:35]([CH3:37])[CH3:36].C(N(CC)CC)C.[NH2:45][C:46]1[CH:47]=[CH:48][C:49]([Cl:56])=[C:50]([C:52]([F:55])([F:54])[F:53])[CH:51]=1. (9) Given the product [C:1]([O:5][C:6](=[O:21])[C:7]1[CH:12]=[CH:11][C:10]([N:13]2[CH2:18][CH2:17][N:16]([CH3:19])[CH2:15][CH2:14]2)=[CH:9][C:8]=1[NH:20][CH:25]1[CH2:26][CH2:27][O:22][CH2:23][CH2:24]1)([CH3:4])([CH3:2])[CH3:3], predict the reactants needed to synthesize it. The reactants are: [C:1]([O:5][C:6](=[O:21])[C:7]1[CH:12]=[CH:11][C:10]([N:13]2[CH2:18][CH2:17][N:16]([CH3:19])[CH2:15][CH2:14]2)=[CH:9][C:8]=1[NH2:20])([CH3:4])([CH3:3])[CH3:2].[O:22]1[CH2:27][CH2:26][C:25](=O)[CH2:24][CH2:23]1.FC(F)(F)C(O)=O.C(O[BH-](OC(=O)C)OC(=O)C)(=O)C.C[N+](C)(C)C.